Dataset: Full USPTO retrosynthesis dataset with 1.9M reactions from patents (1976-2016). Task: Predict the reactants needed to synthesize the given product. Given the product [F:32][C:11]1[CH:12]=[C:13]([O:17][C@@H:18]2[CH2:23][CH2:22][CH2:21][CH2:20][C@H:19]2[C:24]2[CH:25]=[N:26][NH:27][CH:28]=2)[C:14]([CH3:16])=[CH:15][C:10]=1[S:7]([NH:6][C:33]1[CH:38]=[CH:37][N:36]=[CH:35][N:34]=1)(=[O:8])=[O:9], predict the reactants needed to synthesize it. The reactants are: COC1C=C(OC)C=CC=1C[N:6]([C:33]1[CH:38]=[CH:37][N:36]=[CH:35][N:34]=1)[S:7]([C:10]1[CH:15]=[C:14]([CH3:16])[C:13]([O:17][C@@H:18]2[CH2:23][CH2:22][CH2:21][CH2:20][C@H:19]2[C:24]2[CH:25]=[N:26][N:27](COC)[CH:28]=2)=[CH:12][C:11]=1[F:32])(=[O:9])=[O:8].C([SiH](CC)CC)C.FC(F)(F)C(O)=O.Cl.